The task is: Predict the reactants needed to synthesize the given product.. This data is from Full USPTO retrosynthesis dataset with 1.9M reactions from patents (1976-2016). Given the product [C:28]([O:27][C:25]([NH:24][C:5]1[CH:4]=[CH:3][C:2]([NH:1][C:35]2[C:36]([F:40])=[CH:37][N:38]=[C:33]([Cl:32])[N:34]=2)=[CH:7][C:6]=1[CH2:8][CH2:9][C:10]1[CH:11]=[C:12]([NH:16][C:17](=[O:23])[O:18][C:19]([CH3:22])([CH3:21])[CH3:20])[CH:13]=[CH:14][CH:15]=1)=[O:26])([CH3:31])([CH3:30])[CH3:29], predict the reactants needed to synthesize it. The reactants are: [NH2:1][C:2]1[CH:3]=[CH:4][C:5]([NH:24][C:25]([O:27][C:28]([CH3:31])([CH3:30])[CH3:29])=[O:26])=[C:6]([CH2:8][CH2:9][C:10]2[CH:11]=[C:12]([NH:16][C:17](=[O:23])[O:18][C:19]([CH3:22])([CH3:21])[CH3:20])[CH:13]=[CH:14][CH:15]=2)[CH:7]=1.[Cl:32][C:33]1[N:38]=[C:37](Cl)[C:36]([F:40])=[CH:35][N:34]=1.C(=O)([O-])[O-].[K+].[K+].